From a dataset of Peptide-MHC class II binding affinity with 134,281 pairs from IEDB. Regression. Given a peptide amino acid sequence and an MHC pseudo amino acid sequence, predict their binding affinity value. This is MHC class II binding data. (1) The peptide sequence is FKKWCGMLSTKSIDL. The MHC is DRB4_0101 with pseudo-sequence DRB4_0103. The binding affinity (normalized) is 0.255. (2) The peptide sequence is LLAAADELVGGPPVE. The MHC is HLA-DQA10501-DQB10301 with pseudo-sequence HLA-DQA10501-DQB10301. The binding affinity (normalized) is 0.332. (3) The peptide sequence is EAKYDAYVATVSEAL. The MHC is DRB1_1001 with pseudo-sequence DRB1_1001. The binding affinity (normalized) is 0.575. (4) The peptide sequence is AFKVAATAANAANAN. The MHC is DRB1_0802 with pseudo-sequence DRB1_0802. The binding affinity (normalized) is 0.809. (5) The peptide sequence is AAAAKAAAAA. The MHC is DRB1_0101 with pseudo-sequence DRB1_0101. The binding affinity (normalized) is 0. (6) The peptide sequence is GEIGAIALDFKPGTS. The MHC is DRB1_0301 with pseudo-sequence DRB1_0301. The binding affinity (normalized) is 0.801. (7) The MHC is DRB3_0101 with pseudo-sequence DRB3_0101. The binding affinity (normalized) is 0.903. The peptide sequence is AFILDGMNLFPKV. (8) The peptide sequence is SQDLELSWNGNGLQAY. The MHC is HLA-DQA10101-DQB10501 with pseudo-sequence HLA-DQA10101-DQB10501. The binding affinity (normalized) is 0.293. (9) The peptide sequence is AEGLSGEPKGAAESS. The binding affinity (normalized) is 0.0387. The MHC is HLA-DPA10201-DPB11401 with pseudo-sequence HLA-DPA10201-DPB11401. (10) The binding affinity (normalized) is 0.109. The MHC is HLA-DQA10501-DQB10201 with pseudo-sequence HLA-DQA10501-DQB10201. The peptide sequence is YARFQSQTTLKQKT.